Dataset: Full USPTO retrosynthesis dataset with 1.9M reactions from patents (1976-2016). Task: Predict the reactants needed to synthesize the given product. (1) Given the product [F:23][C:20]1[CH:21]=[CH:22][C:17]([O:16][CH2:15][CH:10]2[CH2:11][CH2:12][CH2:13][CH2:14][NH:8][CH2:9]2)=[CH:18][C:19]=1[CH3:24], predict the reactants needed to synthesize it. The reactants are: C([N:8]1[CH2:14][CH2:13][CH2:12][CH2:11][CH:10]([CH2:15][O:16][C:17]2[CH:22]=[CH:21][C:20]([F:23])=[C:19]([CH3:24])[CH:18]=2)[CH2:9]1)C1C=CC=CC=1. (2) Given the product [C:37]([C:35]1[CH:36]=[C:32]([NH:31][C:30]([NH:12][C@@H:9]2[C:10]3[C:5](=[CH:4][CH:3]=[C:2]([F:1])[CH:11]=3)[C@H:6]([O:13][C:14]3[CH:15]=[CH:16][C:17]4[N:18]([C:20]([CH:23]([CH3:25])[CH3:24])=[N:21][N:22]=4)[CH:19]=3)[CH2:7][CH2:8]2)=[O:29])[N:33]([CH3:41])[N:34]=1)([CH3:40])([CH3:38])[CH3:39], predict the reactants needed to synthesize it. The reactants are: [F:1][C:2]1[CH:11]=[C:10]2[C:5]([C@H:6]([O:13][C:14]3[CH:15]=[CH:16][C:17]4[N:18]([C:20]([CH:23]([CH3:25])[CH3:24])=[N:21][N:22]=4)[CH:19]=3)[CH2:7][CH2:8][C@@H:9]2[NH2:12])=[CH:4][CH:3]=1.ClC(Cl)(Cl)C[O:29][C:30](=O)[NH:31][C:32]1[N:33]([CH3:41])[N:34]=[C:35]([C:37]([CH3:40])([CH3:39])[CH3:38])[CH:36]=1.CCN(C(C)C)C(C)C. (3) Given the product [CH3:21][N:22]1[CH2:27][CH2:26][CH:25]([NH:28][C:2]2[CH:7]=[C:6]([C:8]([F:11])([F:10])[F:9])[CH:5]=[C:4]([N+:12]([O-:14])=[O:13])[CH:3]=2)[CH2:24][CH2:23]1, predict the reactants needed to synthesize it. The reactants are: Br[C:2]1[CH:7]=[C:6]([C:8]([F:11])([F:10])[F:9])[CH:5]=[C:4]([N+:12]([O-:14])=[O:13])[CH:3]=1.C([O-])([O-])=O.[Cs+].[Cs+].[CH3:21][N:22]1[CH2:27][CH2:26][CH:25]([NH2:28])[CH2:24][CH2:23]1.O1CCOCC1. (4) Given the product [Cl:1][C:2]1[CH:7]=[C:6]([N:8]2[CH2:13][CH2:12][O:11][CH2:10][CH2:9]2)[CH:5]=[CH:4][C:3]=1[S:14]([C@H:17]1[CH2:21][N:20]([C:22]([C:24]2([C:27]3[CH:28]=[CH:29][C:30]([Cl:33])=[CH:31][CH:32]=3)[CH2:25][CH2:26]2)=[O:23])[C@H:19]([C:34]([NH:47][C@@H:43]([CH2:44][CH2:45][CH3:46])[C:42](=[O:48])[C:41]([NH:40][CH:37]2[CH2:39][CH2:38]2)=[O:49])=[O:35])[CH2:18]1)(=[O:15])=[O:16], predict the reactants needed to synthesize it. The reactants are: [Cl:1][C:2]1[CH:7]=[C:6]([N:8]2[CH2:13][CH2:12][O:11][CH2:10][CH2:9]2)[CH:5]=[CH:4][C:3]=1[S:14]([C@H:17]1[CH2:21][N:20]([C:22]([C:24]2([C:27]3[CH:32]=[CH:31][C:30]([Cl:33])=[CH:29][CH:28]=3)[CH2:26][CH2:25]2)=[O:23])[C@H:19]([C:34](O)=[O:35])[CH2:18]1)(=[O:16])=[O:15].[CH:37]1([NH:40][C:41](=[O:49])[C:42](=[O:48])[C@@H:43]([NH2:47])[CH2:44][CH2:45][CH3:46])[CH2:39][CH2:38]1. (5) Given the product [Cl:1][C:2]1[CH:3]=[C:4]([NH:19][S:28]([C:22]2[CH:23]=[CH:24][C:25]([F:27])=[CH:26][C:21]=2[F:20])(=[O:30])=[O:29])[CH:5]=[N:6][C:7]=1[O:8][C:9]1[CH:10]=[N:11][C:12]2[C:17]([CH:18]=1)=[CH:16][CH:15]=[CH:14][CH:13]=2, predict the reactants needed to synthesize it. The reactants are: [Cl:1][C:2]1[CH:3]=[C:4]([NH2:19])[CH:5]=[N:6][C:7]=1[O:8][C:9]1[CH:10]=[N:11][C:12]2[C:17]([CH:18]=1)=[CH:16][CH:15]=[CH:14][CH:13]=2.[F:20][C:21]1[CH:26]=[C:25]([F:27])[CH:24]=[CH:23][C:22]=1[S:28](Cl)(=[O:30])=[O:29].